Task: Predict the reaction yield, written as a fraction of the theoretical maximum amount of product (1.0 means a 100% yield; for example, 0.34 means a 34% yield).. Dataset: Reaction yield outcomes from USPTO patents with 853,638 reactions (1) The reactants are O[C@H](CC)[C@@H](N([C:12]1[CH:17]=[CH:16][C:15]([C:18]2[CH:23]=[CH:22][CH:21]=[CH:20][CH:19]=2)=[CH:14][CH:13]=1)C(OC)=O)C(O)=O.O[C@@H:27]([CH2:49][CH3:50])[C@@H:28]([N:32]([C:37]1C=CC(C2C=CC=CC=2)=CC=1)[C:33]([O:35]C)=[O:34])[C:29]([OH:31])=[O:30].CCN(CC)CC.CN(C(ON1N=NC2C=CC=CC1=2)=[N+](C)C)C.[B-](F)(F)(F)F. The catalyst is C(Cl)Cl. The product is [C:18]1([C:15]2[CH:14]=[CH:13][C:12]([O:35][C:33](=[O:34])[N:32]([CH3:37])[C@H:28]3[C:29](=[O:31])[O:30][C@@H:27]3[CH2:49][CH3:50])=[CH:17][CH:16]=2)[CH:19]=[CH:20][CH:21]=[CH:22][CH:23]=1. The yield is 0.570. (2) The reactants are NC1C=CC=CC=1C1N=C(CCCC(O)=O)OC=1.C[O:20][C:21](=[O:36])[CH2:22][CH2:23][C:24]1[O:25][CH:26]=[C:27]([C:29]2[CH:34]=[CH:33][CH:32]=[CH:31][C:30]=2[NH2:35])[N:28]=1. No catalyst specified. The product is [NH2:35][C:30]1[CH:31]=[CH:32][CH:33]=[CH:34][C:29]=1[C:27]1[N:28]=[C:24]([CH2:23][CH2:22][C:21]([OH:36])=[O:20])[O:25][CH:26]=1. The yield is 0.850. (3) The reactants are [OH:1][C:2]1[CH:3]=[C:4]2[C:9](=[CH:10][CH:11]=1)[NH:8][C:7](=[O:12])[CH2:6][CH2:5]2.[CH:13]1([N:19]2[C:23]([CH2:24][CH2:25][CH2:26][CH2:27]Cl)=[N:22][N:21]=[N:20]2)[CH2:18][CH2:17][CH2:16][CH2:15][CH2:14]1.C(=O)([O-])[O-].[K+].[K+].C1(C)C=CC=CC=1. The catalyst is [Cl-].C([N+](CCCC)(CCCC)CCCC)CCC.S([O-])([O-])=O.[Na+].[Na+].CO.O. The product is [CH:13]1([N:19]2[C:23]([CH2:24][CH2:25][CH2:26][CH2:27][O:1][C:2]3[CH:3]=[C:4]4[C:9](=[CH:10][CH:11]=3)[NH:8][C:7](=[O:12])[CH2:6][CH2:5]4)=[N:22][N:21]=[N:20]2)[CH2:14][CH2:15][CH2:16][CH2:17][CH2:18]1. The yield is 0.950. (4) The reactants are C([N:3]([CH2:15][CH3:16])[C:4](=[O:14])[C:5]1[CH:10]=[CH:9][C:8]([O:11][CH3:12])=[CH:7][C:6]=1C)C.C([Li])(C)(C)C.[CH2:22]([N:29](C)[C:30]#N)[C:23]1[CH:28]=[CH:27][CH:26]=[CH:25][CH:24]=1. The catalyst is C1COCC1. The product is [CH2:22]([N:29]([CH3:30])[C:15]1[N:3]=[C:4]([OH:14])[C:5]2[C:6]([CH:16]=1)=[CH:7][C:8]([O:11][CH3:12])=[CH:9][CH:10]=2)[C:23]1[CH:28]=[CH:27][CH:26]=[CH:25][CH:24]=1. The yield is 0.677. (5) The reactants are [CH3:1][N:2]1[CH:6]=[C:5]([N+:7]([O-])=O)[CH:4]=[C:3]1[C:10]([O:12][CH3:13])=[O:11].CO[CH:16](OC)[CH2:17][CH:18](OC)OC.Cl. The catalyst is C(OCC)(=O)C.[OH-].[OH-].[Pd+2]. The product is [CH3:13][O:12][C:10]([C:3]1[N:2]([CH3:1])[C:6]2[C:5](=[N:7][CH:16]=[CH:17][CH:18]=2)[CH:4]=1)=[O:11]. The yield is 0.272. (6) The reactants are [Cl:1][C:2]1[CH:10]=[C:6]([C:7]([OH:9])=O)[C:5]([OH:11])=[CH:4][CH:3]=1.[NH2:12][C:13]1[S:14][CH:15]=[C:16]([C:18]2[CH:23]=[CH:22][C:21]([O:24][CH3:25])=[CH:20][CH:19]=2)[N:17]=1. No catalyst specified. The product is [Cl:1][C:2]1[CH:3]=[CH:4][C:5]([OH:11])=[C:6]([CH:10]=1)[C:7]([NH:12][C:13]1[S:14][CH:15]=[C:16]([C:18]2[CH:19]=[CH:20][C:21]([O:24][CH3:25])=[CH:22][CH:23]=2)[N:17]=1)=[O:9]. The yield is 0.164.